The task is: Predict the product of the given reaction.. This data is from Forward reaction prediction with 1.9M reactions from USPTO patents (1976-2016). (1) The product is: [CH3:9][C:8]1[N:4]=[C:3]([C:2]([F:7])([F:6])[F:1])[NH:5][C:16](=[O:17])[C:10]=1[C:11]([O:13][CH2:14][CH3:15])=[O:12]. Given the reactants [F:1][C:2]([F:7])([F:6])[C:3]([NH2:5])=[NH:4].[CH:8](=[C:10]([C:16](OCC)=[O:17])[C:11]([O:13][CH2:14][CH3:15])=[O:12])[CH3:9], predict the reaction product. (2) Given the reactants [C:1]1([C:10]2[CH:15]=[CH:14][CH:13]=[CH:12][CH:11]=2)[CH:6]=[CH:5][C:4]([C:7](O)=[O:8])=[CH:3][CH:2]=1.C(Cl)(=O)C([Cl:19])=O, predict the reaction product. The product is: [C:1]1([C:10]2[CH:15]=[CH:14][CH:13]=[CH:12][CH:11]=2)[CH:6]=[CH:5][C:4]([C:7]([Cl:19])=[O:8])=[CH:3][CH:2]=1. (3) Given the reactants [C:1]([C:3](=[CH:7][C:8]1[C:16]2[C:11](=[CH:12][CH:13]=[CH:14][CH:15]=2)[N:10]([CH2:17][C:18]([O:20][CH2:21][CH3:22])=[O:19])[CH:9]=1)[C:4](O)=[O:5])#[N:2].C(Cl)(=O)C([Cl:26])=O, predict the reaction product. The product is: [CH2:21]([O:20][C:18](=[O:19])[CH2:17][N:10]1[C:11]2[C:16](=[CH:15][CH:14]=[CH:13][CH:12]=2)[C:8]([CH:7]=[C:3]([C:4]([Cl:26])=[O:5])[C:1]#[N:2])=[CH:9]1)[CH3:22]. (4) Given the reactants [CH3:1][O:2][CH2:3][O:4][C@H:5]1[CH2:9][CH2:8][N:7]([CH2:10][C@H:11]([C:13]2[CH:18]=[CH:17][CH:16]=[CH:15][CH:14]=2)O)[CH2:6]1.COCO[C@H]1CCN([C@H](C2C=CC=CC=2)CO)C1.[NH2:37][C:38]1[CH:47]=[CH:46][C:41]([C:42]([O:44][CH3:45])=[O:43])=[CH:40][CH:39]=1, predict the reaction product. The product is: [CH3:1][O:2][CH2:3][O:4][C@H:5]1[CH2:9][CH2:8][N:7]([CH2:10][C@@H:11]([NH:37][C:38]2[CH:39]=[CH:40][C:41]([C:42]([O:44][CH3:45])=[O:43])=[CH:46][CH:47]=2)[C:13]2[CH:18]=[CH:17][CH:16]=[CH:15][CH:14]=2)[CH2:6]1. (5) Given the reactants [CH3:1][O:2][C:3]1[CH:4]=[C:5]2[C:10](=[CH:11][C:12]=1[O:13][CH3:14])[N:9]=[CH:8][CH:7]=[C:6]2[O:15][C:16]1[CH:17]=[C:18]2[C:23](=[CH:24][CH:25]=1)[C:22]([C:26]([OH:28])=O)=[CH:21][CH:20]=[CH:19]2.[F:29][C:30]1[CH:35]=[CH:34][C:33]([NH2:36])=[C:32]([NH2:37])[CH:31]=1, predict the reaction product. The product is: [NH2:37][C:32]1[CH:31]=[C:30]([F:29])[CH:35]=[CH:34][C:33]=1[NH:36][C:26]([C:22]1[C:23]2[C:18](=[CH:17][C:16]([O:15][C:6]3[C:5]4[C:10](=[CH:11][C:12]([O:13][CH3:14])=[C:3]([O:2][CH3:1])[CH:4]=4)[N:9]=[CH:8][CH:7]=3)=[CH:25][CH:24]=2)[CH:19]=[CH:20][CH:21]=1)=[O:28]. (6) The product is: [Cl:12][CH:3]([C:2]([F:11])([F:10])[F:1])[CH2:4][C:5]([CH2:4][CH2:3][C:2]([F:10])([F:11])[F:1])([C:8]#[N:9])[C:6]#[N:7]. Given the reactants [F:1][C:2]([F:11])([F:10])[CH2:3][CH2:4][CH:5]([C:8]#[N:9])[C:6]#[N:7].[ClH:12], predict the reaction product. (7) Given the reactants [C:1]([N:6]1[CH2:10][CH2:9][O:8][C:7]1=[O:11])(=[O:5])/[CH:2]=[CH:3]/[CH3:4].[NH2:12][C:13]1[CH:18]=[CH:17][CH:16]=[CH:15][CH:14]=1.FC(F)(F)S(O)(=O)=O.[Cl-].[NH4+], predict the reaction product. The product is: [C:13]1([NH:12][CH:3]([CH3:4])[CH2:2][C:1]([N:6]2[CH2:10][CH2:9][O:8][C:7]2=[O:11])=[O:5])[CH:18]=[CH:17][CH:16]=[CH:15][CH:14]=1.